From a dataset of Forward reaction prediction with 1.9M reactions from USPTO patents (1976-2016). Predict the product of the given reaction. (1) Given the reactants CN(C=O)C.[OH:6][C:7]1[CH:19]=[CH:18][C:10]2[C:11]([C:14]([F:17])([F:16])[F:15])=[N:12][O:13][C:9]=2[C:8]=1[CH2:20][CH2:21][CH3:22].[Br:23][CH2:24][CH2:25][CH2:26]Br.C(=O)([O-])[O-].[Cs+].[Cs+], predict the reaction product. The product is: [CH2:20]([C:8]1[C:9]2[O:13][N:12]=[C:11]([C:14]([F:17])([F:16])[F:15])[C:10]=2[CH:18]=[CH:19][C:7]=1[O:6][CH2:26][CH2:25][CH2:24][Br:23])[CH2:21][CH3:22]. (2) Given the reactants [Cl:1][CH2:2][C:3]1[NH:12][C:11](=O)[C:10]2[C:5](=[CH:6][C:7]([C:14]([F:17])([F:16])[F:15])=[CH:8][CH:9]=2)[N:4]=1.O=P(Cl)(Cl)[Cl:20].N1C(C)=CC=CC=1C, predict the reaction product. The product is: [Cl:20][C:11]1[C:10]2[C:5](=[CH:6][C:7]([C:14]([F:17])([F:16])[F:15])=[CH:8][CH:9]=2)[N:4]=[C:3]([CH2:2][Cl:1])[N:12]=1.